From a dataset of Catalyst prediction with 721,799 reactions and 888 catalyst types from USPTO. Predict which catalyst facilitates the given reaction. Reactant: [N+:1]([C:4]1[CH:9]=[CH:8][C:7]([N:10]2[CH2:15][CH2:14][CH2:13][CH2:12][CH2:11]2)=[CH:6][C:5]=1[C:16]1[CH:17]=[C:18]([CH:21]=[CH:22][N:23]=1)[CH:19]=[O:20])([O-:3])=[O:2].[F:24][C:25]([F:35])([F:34])[C:26]1[CH:27]=[C:28]([Mg]Cl)[CH:29]=[CH:30][CH:31]=1.C([O-])(O)=O.[Na+]. Product: [N+:1]([C:4]1[CH:9]=[CH:8][C:7]([N:10]2[CH2:15][CH2:14][CH2:13][CH2:12][CH2:11]2)=[CH:6][C:5]=1[C:16]1[CH:17]=[C:18]([CH:19]([C:30]2[CH:29]=[CH:28][CH:27]=[C:26]([C:25]([F:35])([F:34])[F:24])[CH:31]=2)[OH:20])[CH:21]=[CH:22][N:23]=1)([O-:3])=[O:2]. The catalyst class is: 1.